This data is from Full USPTO retrosynthesis dataset with 1.9M reactions from patents (1976-2016). The task is: Predict the reactants needed to synthesize the given product. (1) Given the product [CH3:14][C:15]1[CH:28]=[CH:27][C:18]([C:19]([C:21]2[CH:26]=[CH:25][CH:24]=[CH:23][CH:22]=2)([C:2]([F:4])([F:3])[F:1])[OH:20])=[CH:17][CH:16]=1, predict the reactants needed to synthesize it. The reactants are: [F:1][C:2](S(C1C=CC=CC=1)(=O)=O)([F:4])[F:3].[CH3:14][C:15]1[CH:28]=[CH:27][C:18]([C:19]([C:21]2[CH:26]=[CH:25][CH:24]=[CH:23][CH:22]=2)=[O:20])=[CH:17][CH:16]=1.C(O[K])(C)(C)C. (2) Given the product [CH3:14][N:15]1[C:20]([CH3:21])=[CH:19][C:3]([OH:5])=[C:2]([C:1]([O:9][CH2:10][CH3:11])=[O:8])[C:16]1=[O:17], predict the reactants needed to synthesize it. The reactants are: [C:1]([O:9][CH2:10][CH3:11])(=[O:8])[CH2:2][C:3]([O:5]CC)=O.[H-].[Na+].[CH3:14][N:15]1[C:20]([CH3:21])=[CH:19]C(=O)[O:17][C:16]1=O. (3) Given the product [CH2:16]([O:1][C:2]1[C:7]([CH2:8][CH2:9][CH3:10])=[CH:6][C:5]([O:11][CH3:12])=[C:4]([O:13][CH3:14])[CH:3]=1)[C:17]#[C:18][CH3:19], predict the reactants needed to synthesize it. The reactants are: [OH:1][C:2]1[C:7]([CH2:8][CH2:9][CH3:10])=[CH:6][C:5]([O:11][CH3:12])=[C:4]([O:13][CH3:14])[CH:3]=1.Br[CH2:16][C:17]#[C:18][CH3:19].C(=O)([O-])[O-].[K+].[K+]. (4) Given the product [CH:15]([C:12]1[CH:13]=[CH:14][N:10]([S:7]([C:1]2[CH:6]=[CH:5][CH:4]=[CH:3][CH:2]=2)(=[O:9])=[O:8])[C:11]=1[C:17]([O:19][CH3:20])=[O:18])=[O:25], predict the reactants needed to synthesize it. The reactants are: [C:1]1([S:7]([N:10]2[CH:14]=[CH:13][C:12]([CH:15]=C)=[C:11]2[C:17]([O:19][CH3:20])=[O:18])(=[O:9])=[O:8])[CH:6]=[CH:5][CH:4]=[CH:3][CH:2]=1.C[N+]1([O-])CC[O:25]CC1.I([O-])(=O)(=O)=O.[Na+].C(=O)(O)[O-].[Na+]. (5) Given the product [C:27]([O:30][C:31]([NH:1][C@@H:2]1[CH2:7][CH2:6][C@H:5]([O:8][C:9]2[CH:17]=[C:16]([CH3:18])[CH:15]=[CH:14][C:10]=2[C:11]([OH:13])=[S:12])[CH2:4][CH2:3]1)=[O:32])([CH3:29])([CH3:28])[CH3:26], predict the reactants needed to synthesize it. The reactants are: [NH2:1][C@@H:2]1[CH2:7][CH2:6][C@H:5]([O:8][C:9]2[CH:17]=[C:16]([CH3:18])[CH:15]=[CH:14][C:10]=2[C:11]([OH:13])=[S:12])[CH2:4][CH2:3]1.C(N(CC)CC)C.[CH3:26][C:27]([O:30][C:31](O[C:31]([O:30][C:27]([CH3:29])([CH3:28])[CH3:26])=[O:32])=[O:32])([CH3:29])[CH3:28].C(O)(=O)C. (6) Given the product [NH2:1][C:2]1[C:7]([C:8]([NH2:10])=[O:9])=[C:6]([N:11]2[CH2:12][CH2:13][CH:14]([C:17]3[N:18]([CH2:33][CH2:37][NH:36][CH2:35][CH:40]([CH3:41])[CH3:39])[CH:19]=[C:20]([C:22]4[CH:27]=[CH:26][C:25]([F:28])=[C:24]([CH3:29])[CH:23]=4)[N:21]=3)[CH2:15][CH2:16]2)[N:5]=[CH:4][N:3]=1, predict the reactants needed to synthesize it. The reactants are: [NH2:1][C:2]1[C:7]([C:8]([NH2:10])=[O:9])=[C:6]([N:11]2[CH2:16][CH2:15][CH:14]([C:17]3[N:18]([CH3:33])[CH:19]=[C:20]([C:22]4[CH:27]=[CH:26][C:25]([F:28])=[C:24]([C:29](F)(F)F)[CH:23]=4)[N:21]=3)[CH2:13][CH2:12]2)[N:5]=[CH:4][N:3]=1.N[C:35]1[C:40]([C:41]#N)=[C:39](N2CCC(C3N(CCNCC(C)C)C=C(C4C=CC(F)=C(C)C=4)N=3)CC2)N=[CH:37][N:36]=1. (7) Given the product [CH3:1][N:2]([CH3:7])[C:3](=[O:6])[CH:4]=[CH2:5].[CH2:9]([NH2:2])[CH2:8][NH2:10], predict the reactants needed to synthesize it. The reactants are: [CH3:1][N:2]([CH3:7])[C:3](=[O:6])[CH:4]=[CH2:5].[C:8](#[N:10])[CH3:9]. (8) Given the product [OH:7][CH2:8][CH2:9][O:10][C:11]1[CH:12]=[N:13][CH:14]=[CH:15][CH:16]=1, predict the reactants needed to synthesize it. The reactants are: O1CCCCC1[O:7][CH2:8][CH2:9][O:10][C:11]1[CH:12]=[N:13][CH:14]=[CH:15][CH:16]=1. (9) Given the product [CH3:1][O:2][C:3](=[O:16])[C:4]1[CH:9]=[CH:8][C:7]([C:10]#[CH:11])=[CH:6][CH:5]=1, predict the reactants needed to synthesize it. The reactants are: [CH3:1][O:2][C:3](=[O:16])[C:4]1[CH:9]=[CH:8][C:7]([C:10]#[C:11][Si](C)(C)C)=[CH:6][CH:5]=1.C([O-])([O-])=O.[K+].[K+]. (10) The reactants are: C(=O)([O-])[O-].[Cs+].[Cs+].Br[CH2:8][CH2:9][CH2:10][O:11][Si:12]([C:15]([CH3:18])([CH3:17])[CH3:16])([CH3:14])[CH3:13].[CH3:19][O:20][C:21](=[O:50])[N:22]=[C:23]([S:48][CH3:49])[C:24]([C:38]1[CH:43]=[C:42]([O:44][CH3:45])[CH:41]=[C:40]([OH:46])[C:39]=1[F:47])=[N:25][C:26]1[CH:31]=[CH:30][C:29]([C:32]2[N:36]=[C:35]([CH3:37])[O:34][N:33]=2)=[CH:28][CH:27]=1.O. Given the product [CH3:19][O:20][C:21](=[O:50])[N:22]=[C:23]([S:48][CH3:49])[C:24]([C:38]1[CH:43]=[C:42]([O:44][CH3:45])[CH:41]=[C:40]([O:46][CH2:8][CH2:9][CH2:10][O:11][Si:12]([C:15]([CH3:18])([CH3:17])[CH3:16])([CH3:14])[CH3:13])[C:39]=1[F:47])=[N:25][C:26]1[CH:31]=[CH:30][C:29]([C:32]2[N:36]=[C:35]([CH3:37])[O:34][N:33]=2)=[CH:28][CH:27]=1, predict the reactants needed to synthesize it.